This data is from Reaction yield outcomes from USPTO patents with 853,638 reactions. The task is: Predict the reaction yield, written as a fraction of the theoretical maximum amount of product (1.0 means a 100% yield; for example, 0.34 means a 34% yield). (1) The reactants are Br[C:2]1[CH:3]=[C:4]2[CH2:10][C@:9]3([CH:15]4[CH2:16][CH2:17][N:12]([CH2:13][CH2:14]4)[CH2:11]3)[O:8][C:5]2=[N:6][CH:7]=1.[CH3:18][Si:19]([C:22]#[CH:23])([CH3:21])[CH3:20].C(N(CC)CC)C. The catalyst is C1C=CC([P]([Pd]([P](C2C=CC=CC=2)(C2C=CC=CC=2)C2C=CC=CC=2)([P](C2C=CC=CC=2)(C2C=CC=CC=2)C2C=CC=CC=2)[P](C2C=CC=CC=2)(C2C=CC=CC=2)C2C=CC=CC=2)(C2C=CC=CC=2)C2C=CC=CC=2)=CC=1.C(#N)C. The product is [CH3:18][Si:19]([CH3:21])([CH3:20])[C:22]#[C:23][C:2]1[CH:3]=[C:4]2[CH2:10][C@:9]3([CH:15]4[CH2:16][CH2:17][N:12]([CH2:13][CH2:14]4)[CH2:11]3)[O:8][C:5]2=[N:6][CH:7]=1. The yield is 0.900. (2) The reactants are C[O:2][C:3](=[O:11])[C:4]1[CH:9]=[CH:8][C:7](I)=[CH:6][CH:5]=1.C(N(CC)C(C)C)(C)C.[CH3:21][C:22]([CH3:26])([CH3:25])[C:23]#[CH:24]. The catalyst is O1CCOCC1.Cl[Pd](Cl)([P](C1C=CC=CC=1)(C1C=CC=CC=1)C1C=CC=CC=1)[P](C1C=CC=CC=1)(C1C=CC=CC=1)C1C=CC=CC=1.[Cu](I)I. The product is [CH3:21][C:22]([CH3:26])([CH3:25])[C:23]#[C:24][C:7]1[CH:8]=[CH:9][C:4]([C:3]([OH:2])=[O:11])=[CH:5][CH:6]=1. The yield is 0.280. (3) The reactants are [S:1]1[CH:5]=[CH:4][CH:3]=[C:2]1[CH2:6][CH2:7][NH:8][CH2:9][C:10]1[CH:11]=[C:12]2[C:16](=[CH:17][CH:18]=1)[N:15]([CH2:19][C:20]1[CH:28]=[CH:27][C:23]([C:24]([NH2:26])=[O:25])=[CH:22][CH:21]=1)[CH:14]=[CH:13]2.C(O)(=O)C.C([BH3-])#N.[Na+].[OH-].[Na+]. The catalyst is O.CCOCC. The product is [S:1]1[CH:5]=[CH:4][CH:3]=[C:2]1[CH2:6][CH2:7][NH:8][CH2:9][C:10]1[CH:11]=[C:12]2[C:16](=[CH:17][CH:18]=1)[N:15]([CH2:19][C:20]1[CH:21]=[CH:22][C:23]([C:24]([NH2:26])=[O:25])=[CH:27][CH:28]=1)[CH2:14][CH2:13]2. The yield is 0.720.